This data is from Forward reaction prediction with 1.9M reactions from USPTO patents (1976-2016). The task is: Predict the product of the given reaction. (1) Given the reactants [F:1][C:2]1[C:10]2[N:9]=[C:8]([CH2:11][N:12]([CH:28]3[C:37]4[N:36]=[CH:35][CH:34]=[CH:33][C:32]=4[CH2:31][CH2:30][CH2:29]3)[CH2:13][CH2:14][CH2:15][CH2:16][N:17]3C(=O)C4C(=CC=CC=4)C3=O)[NH:7][C:6]=2[CH:5]=[CH:4][CH:3]=1.O.NN, predict the reaction product. The product is: [F:1][C:2]1[C:10]2[N:9]=[C:8]([CH2:11][N:12]([CH:28]3[C:37]4[N:36]=[CH:35][CH:34]=[CH:33][C:32]=4[CH2:31][CH2:30][CH2:29]3)[CH2:13][CH2:14][CH2:15][CH2:16][NH2:17])[NH:7][C:6]=2[CH:5]=[CH:4][CH:3]=1. (2) Given the reactants [Li+].CC([N-]C(C)C)C.[O:9]1[CH2:13][CH2:12][CH2:11][CH:10]1[C:14]([O:16][CH3:17])=[O:15].[Si:18](Cl)([CH3:21])([CH3:20])[CH3:19], predict the reaction product. The product is: [O:9]1[CH2:13][CH2:12][CH2:11][C:10]1=[C:14]([O:16][CH3:17])[O:15][Si:18]([CH3:21])([CH3:20])[CH3:19]. (3) Given the reactants CC(C)(C)[C@@H](C(O)=O)N[C:5]([O:7][CH2:8][CH2:9][CH2:10][CH:11]=[CH2:12])=[O:6].[NH2:18][C@@H:19]([CH2:23][C:24]([F:27])([F:26])[F:25])[C:20]([OH:22])=[O:21].[CH2:28](O)CCCC=C, predict the reaction product. The product is: [F:25][C:24]([F:27])([F:26])[CH2:23][C@H:19]([NH:18][C:5]([O:7][CH2:8][CH2:9][CH2:10][CH2:11][CH:12]=[CH2:28])=[O:6])[C:20]([OH:22])=[O:21]. (4) The product is: [CH2:1]([O:3][C:4]1[CH:9]=[CH:8][C:7]([C:10]#[C:11][C:12]2[CH:13]=[CH:14][C:15]([CH2:18][CH:19]([N:21]3[CH2:29][C:30]([CH3:35])([CH3:34])[C:31]3=[O:32])[CH3:20])=[CH:16][CH:17]=2)=[CH:6][CH:5]=1)[CH3:2]. Given the reactants [CH2:1]([O:3][C:4]1[CH:9]=[CH:8][C:7]([C:10]#[C:11][C:12]2[CH:17]=[CH:16][C:15]([CH2:18][CH:19]([NH2:21])[CH3:20])=[CH:14][CH:13]=2)=[CH:6][CH:5]=1)[CH3:2].C([O-])([O-])=O.[K+].[K+].Cl[CH2:29][C:30]([CH3:35])([CH3:34])[C:31](Cl)=[O:32], predict the reaction product. (5) Given the reactants [Cl:1][C:2]1[CH:3]=[C:4]([C:12]([OH:14])=O)[CH:5]=[N:6][C:7]=1[O:8][CH:9]([CH3:11])[CH3:10].CN(C(ON1N=NC2C=CC=NC1=2)=[N+](C)C)C.F[P-](F)(F)(F)(F)F.CCN(C(C)C)C(C)C.[CH2:48]([C:50]1[CH:58]=[C:57]2[C:53]([CH:54]=[N:55][NH:56]2)=[CH:52][C:51]=1[C:59](=[NH:62])[NH:60]O)[CH3:49], predict the reaction product. The product is: [Cl:1][C:2]1[CH:3]=[C:4]([C:12]2[O:14][N:60]=[C:59]([C:51]3[CH:52]=[C:53]4[C:57](=[CH:58][C:50]=3[CH2:48][CH3:49])[NH:56][N:55]=[CH:54]4)[N:62]=2)[CH:5]=[N:6][C:7]=1[O:8][CH:9]([CH3:10])[CH3:11]. (6) Given the reactants [F:1][C:2]1[CH:28]=[C:27]([F:29])[CH:26]=[CH:25][C:3]=1[O:4][C:5]1[CH:12]=[CH:11][C:8]([CH:9]=O)=[CH:7][C:6]=1[C:13]1[C:21]2[C:16](=[C:17]([O:22][CH3:23])[N:18]=[CH:19][CH:20]=2)[N:15]([CH3:24])[CH:14]=1.C([BH3-])#N.[Na+].[N:34]1([C:40]([O:42][C:43]([CH3:46])([CH3:45])[CH3:44])=[O:41])[CH2:39][CH2:38][NH:37][CH2:36][CH2:35]1.C(O)(=O)C, predict the reaction product. The product is: [F:1][C:2]1[CH:28]=[C:27]([F:29])[CH:26]=[CH:25][C:3]=1[O:4][C:5]1[CH:12]=[CH:11][C:8]([CH2:9][N:37]2[CH2:38][CH2:39][N:34]([C:40]([O:42][C:43]([CH3:46])([CH3:45])[CH3:44])=[O:41])[CH2:35][CH2:36]2)=[CH:7][C:6]=1[C:13]1[C:21]2[C:16](=[C:17]([O:22][CH3:23])[N:18]=[CH:19][CH:20]=2)[N:15]([CH3:24])[CH:14]=1. (7) Given the reactants C1(P(C2C=CC=CC=2)C2C=CC=CC=2)C=CC=CC=1.Br[C:21](Br)([F:23])[F:22].[CH:25](=O)[C:26]1[CH:31]=[CH:30][CH:29]=[CH:28][CH:27]=1, predict the reaction product. The product is: [F:22][C:21]([F:23])=[CH:25][C:26]1[CH:31]=[CH:30][CH:29]=[CH:28][CH:27]=1. (8) Given the reactants [CH3:1][C:2]1[O:6][C:5]([NH2:7])=[N:4][N:3]=1.[C:8]1([CH:14]([C:18]2[CH:23]=[CH:22][CH:21]=[CH:20][CH:19]=2)[C:15](Cl)=[O:16])[CH:13]=[CH:12][CH:11]=[CH:10][CH:9]=1, predict the reaction product. The product is: [CH3:1][C:2]1[O:6][C:5]([NH:7][C:15](=[O:16])[CH:14]([C:8]2[CH:13]=[CH:12][CH:11]=[CH:10][CH:9]=2)[C:18]2[CH:23]=[CH:22][CH:21]=[CH:20][CH:19]=2)=[N:4][N:3]=1. (9) Given the reactants [C:1](N1C=CC=CC1=O)(N1C=CC=CC1=O)=[S:2].[CH3:17][O:18][C:19]1[N:24]=[CH:23][N:22]=[C:21]([NH2:25])[CH:20]=1, predict the reaction product. The product is: [N:25]([C:21]1[CH:20]=[C:19]([O:18][CH3:17])[N:24]=[CH:23][N:22]=1)=[C:1]=[S:2]. (10) The product is: [F:1][C:2]1[CH:3]=[C:4]([CH:14]([NH:16][C:17]([C:19]2[S:20][C:21]([C:32]3[CH:31]=[CH:30][CH:29]=[C:28]([CH:25]([CH3:27])[CH3:26])[CH:33]=3)=[CH:22][CH:23]=2)=[O:18])[CH3:15])[CH:5]=[C:6]([F:13])[C:7]=1[NH:8][S:9]([CH3:12])(=[O:11])=[O:10]. Given the reactants [F:1][C:2]1[CH:3]=[C:4]([CH:14]([NH:16][C:17]([C:19]2[S:20][C:21](Br)=[CH:22][CH:23]=2)=[O:18])[CH3:15])[CH:5]=[C:6]([F:13])[C:7]=1[NH:8][S:9]([CH3:12])(=[O:11])=[O:10].[CH:25]([C:28]1[CH:29]=[C:30](B(O)O)[CH:31]=[CH:32][CH:33]=1)([CH3:27])[CH3:26].C([O-])([O-])=O.[Cs+].[Cs+].COCCOC, predict the reaction product.